Dataset: NCI-60 drug combinations with 297,098 pairs across 59 cell lines. Task: Regression. Given two drug SMILES strings and cell line genomic features, predict the synergy score measuring deviation from expected non-interaction effect. (1) Drug 1: CC(C)CN1C=NC2=C1C3=CC=CC=C3N=C2N. Drug 2: CC1C(C(CC(O1)OC2CC(CC3=C2C(=C4C(=C3O)C(=O)C5=C(C4=O)C(=CC=C5)OC)O)(C(=O)CO)O)N)O.Cl. Cell line: BT-549. Synergy scores: CSS=44.0, Synergy_ZIP=3.09, Synergy_Bliss=4.83, Synergy_Loewe=-10.5, Synergy_HSA=-0.976. (2) Drug 1: COC1=CC(=CC(=C1O)OC)C2C3C(COC3=O)C(C4=CC5=C(C=C24)OCO5)OC6C(C(C7C(O6)COC(O7)C8=CC=CS8)O)O. Drug 2: CC1C(C(CC(O1)OC2CC(OC(C2O)C)OC3=CC4=CC5=C(C(=O)C(C(C5)C(C(=O)C(C(C)O)O)OC)OC6CC(C(C(O6)C)O)OC7CC(C(C(O7)C)O)OC8CC(C(C(O8)C)O)(C)O)C(=C4C(=C3C)O)O)O)O. Cell line: SF-295. Synergy scores: CSS=40.0, Synergy_ZIP=-2.32, Synergy_Bliss=-8.54, Synergy_Loewe=-10.0, Synergy_HSA=-8.12. (3) Drug 1: CC12CCC3C(C1CCC2O)C(CC4=C3C=CC(=C4)O)CCCCCCCCCS(=O)CCCC(C(F)(F)F)(F)F. Drug 2: CCCCCOC(=O)NC1=NC(=O)N(C=C1F)C2C(C(C(O2)C)O)O. Cell line: ACHN. Synergy scores: CSS=-6.07, Synergy_ZIP=4.71, Synergy_Bliss=2.04, Synergy_Loewe=-6.80, Synergy_HSA=-6.58.